This data is from Catalyst prediction with 721,799 reactions and 888 catalyst types from USPTO. The task is: Predict which catalyst facilitates the given reaction. (1) Reactant: C(O[N:9]=[C:10]([C:25]1[N:26]=[CH:27][O:28][CH:29]=1)[CH:11]1[CH2:15][N:14]([C@H:16]([C:18]2[CH:23]=[CH:22][CH:21]=[CH:20][CH:19]=2)[CH3:17])[C:13](=O)[CH2:12]1)C1C=CC=CC=1. The catalyst class is: 7. Product: [O:28]1[CH:29]=[C:25]([CH:10]([NH2:9])[CH:11]2[CH2:12][CH2:13][N:14]([C@H:16]([C:18]3[CH:23]=[CH:22][CH:21]=[CH:20][CH:19]=3)[CH3:17])[CH2:15]2)[N:26]=[CH:27]1. (2) Reactant: [Cl:1][C:2]1[CH:7]=[CH:6][C:5]([CH2:8][CH2:9][N:10]([C:12]2[CH:17]=[CH:16][C:15]([CH3:18])=[CH:14][CH:13]=2)N)=[CH:4][N:3]=1.[CH3:19][NH+:20]1[C@@H:25]2[CH2:26][C:27]([CH2:29][C@H:21]1[CH2:22][CH2:23][CH2:24]2)=O.S(=O)(=O)(O)O. Product: [CH3:18][C:15]1[CH:14]=[C:13]2[C:12](=[CH:17][CH:16]=1)[N:10]([CH2:9][CH2:8][C:5]1[CH:4]=[N:3][C:2]([Cl:1])=[CH:7][CH:6]=1)[C:23]1[CH2:24][CH:25]3[N:20]([CH3:19])[CH:21]([C:22]2=1)[CH2:29][CH2:27][CH2:26]3. The catalyst class is: 12.